This data is from Full USPTO retrosynthesis dataset with 1.9M reactions from patents (1976-2016). The task is: Predict the reactants needed to synthesize the given product. Given the product [Br:1][C:2]1[CH:7]=[CH:6][C:5]([C:8]2[C:9]([C:11]3[CH:16]=[CH:15][CH:14]=[CH:13][CH:12]=3)=[N:25][C:18]3[C:19](=[CH:20][CH:21]=[CH:22][CH:23]=3)[N:24]=2)=[CH:4][CH:3]=1, predict the reactants needed to synthesize it. The reactants are: [Br:1][C:2]1[CH:7]=[CH:6][C:5]([C:8](=O)[C:9]([C:11]2[CH:16]=[CH:15][CH:14]=[CH:13][CH:12]=2)=O)=[CH:4][CH:3]=1.[C:18]1([NH2:25])[CH:23]=[CH:22][CH:21]=[CH:20][C:19]=1[NH2:24].